From a dataset of Full USPTO retrosynthesis dataset with 1.9M reactions from patents (1976-2016). Predict the reactants needed to synthesize the given product. (1) Given the product [F:23][C:24]1[CH:29]=[C:28]([F:30])[CH:27]=[CH:26][C:25]=1[C@@H:31]1[CH2:35][N:34]([CH:20]([CH3:22])[CH3:19])[CH2:33][C@H:32]1[C:36]([O:38][CH3:39])=[O:37], predict the reactants needed to synthesize it. The reactants are: C(O[BH-](OC(=O)C)OC(=O)C)(=O)C.[Na+].C(O)(=O)C.[CH3:19][C:20]([CH3:22])=O.[F:23][C:24]1[CH:29]=[C:28]([F:30])[CH:27]=[CH:26][C:25]=1[C@@H:31]1[CH2:35][NH:34][CH2:33][C@H:32]1[C:36]([O:38][CH3:39])=[O:37].C(=O)([O-])O.[Na+]. (2) Given the product [Cl:1][C:2]1[CH:3]=[C:4]([C:8]2[N:13]3[N:14]=[C:15]([NH:17][C:18]4[CH:19]=[CH:20][C:21]([C:22]([OH:24])=[O:23])=[CH:26][CH:27]=4)[N:16]=[C:12]3[CH:11]=[CH:10][CH:9]=2)[CH:5]=[CH:6][CH:7]=1, predict the reactants needed to synthesize it. The reactants are: [Cl:1][C:2]1[CH:3]=[C:4]([C:8]2[N:13]3[N:14]=[C:15]([NH:17][C:18]4[CH:27]=[CH:26][C:21]([C:22]([O:24]C)=[O:23])=[CH:20][CH:19]=4)[N:16]=[C:12]3[CH:11]=[CH:10][CH:9]=2)[CH:5]=[CH:6][CH:7]=1.Cl. (3) Given the product [CH3:1][O:2][C:3](=[O:17])[C:4]1[CH:9]=[CH:8][CH:7]=[C:6]([C:10]2[N:21]=[C:18]([CH3:19])[O:20][C:11]=2[CH2:12][CH2:13][CH3:14])[CH:5]=1, predict the reactants needed to synthesize it. The reactants are: [CH3:1][O:2][C:3](=[O:17])[C:4]1[CH:9]=[CH:8][CH:7]=[C:6]([C:10](=O)[CH:11](Br)[CH2:12][CH2:13][CH3:14])[CH:5]=1.[C:18]([NH2:21])(=[O:20])[CH3:19]. (4) Given the product [Si:13]([O:20][CH2:21][C@H:22]([O:24][CH2:25][C@H:26]([O:31][C:32]1[N:37]=[CH:36][N:35]=[C:34]2[N:38]([C:41]3[C:46]([Cl:47])=[CH:45][CH:44]=[CH:43][N:42]=3)[N:39]=[CH:40][C:33]=12)[C:27]([NH:12][C:9]1[CH:8]=[CH:7][C:6]([Cl:5])=[CH:11][N:10]=1)=[O:28])[CH3:23])([C:16]([CH3:19])([CH3:18])[CH3:17])([CH3:15])[CH3:14], predict the reactants needed to synthesize it. The reactants are: C[Al](C)C.[Cl:5][C:6]1[CH:7]=[CH:8][C:9]([NH2:12])=[N:10][CH:11]=1.[Si:13]([O:20][CH2:21][C@H:22]([O:24][CH2:25][C@H:26]([O:31][C:32]1[N:37]=[CH:36][N:35]=[C:34]2[N:38]([C:41]3[C:46]([Cl:47])=[CH:45][CH:44]=[CH:43][N:42]=3)[N:39]=[CH:40][C:33]=12)[C:27](OC)=[O:28])[CH3:23])([C:16]([CH3:19])([CH3:18])[CH3:17])([CH3:15])[CH3:14].C(C(C(C([O-])=O)O)O)([O-])=O.[K+].[Na+]. (5) Given the product [O:16]=[C:14]1[CH2:13][C:12]2[C:8]([C:6]([OH:7])=[O:5])=[N:9][N:10]([S:19]([C:22]3[CH:23]=[CH:24][C:25]([CH3:28])=[CH:26][CH:27]=3)(=[O:21])=[O:20])[C:11]=2[CH2:15]1, predict the reactants needed to synthesize it. The reactants are: C([O:5][C:6]([C:8]1[C:12]2[CH2:13][C:14]([O:16]CC)=[CH:15][C:11]=2[N:10]([S:19]([C:22]2[CH:27]=[CH:26][C:25]([CH3:28])=[CH:24][CH:23]=2)(=[O:21])=[O:20])[N:9]=1)=[O:7])(C)(C)C.FC(F)(F)C(O)=O. (6) Given the product [Cl:1][C:2]1[CH:11]=[CH:10][CH:9]=[C:8]2[C:3]=1[CH:4]=[CH:5][CH:6]=[C:7]2[C:12]([NH:38][CH:39]([CH2:49][C:50]1[CH:51]=[CH:52][C:53]2[O:57][CH2:56][C:55]([CH3:58])([CH3:59])[C:54]=2[CH:60]=1)[CH:40]([C:42]1[CH:47]=[CH:46][CH:45]=[C:44]([Cl:48])[CH:43]=1)[OH:41])=[O:14], predict the reactants needed to synthesize it. The reactants are: [Cl:1][C:2]1[CH:11]=[CH:10][CH:9]=[C:8]2[C:3]=1[CH:4]=[CH:5][CH:6]=[C:7]2[C:12]([OH:14])=O.Cl.C(N=C=NCCCN(C)C)C.O.ON1C2C=CC=CC=2N=N1.[NH2:38][CH:39]([CH2:49][C:50]1[CH:51]=[CH:52][C:53]2[O:57][CH2:56][C:55]([CH3:59])([CH3:58])[C:54]=2[CH:60]=1)[CH:40]([C:42]1[CH:47]=[CH:46][CH:45]=[C:44]([Cl:48])[CH:43]=1)[OH:41]. (7) Given the product [CH3:21][C:22]1[CH:26]=[C:25]([CH3:27])[N:24]([CH2:8][C:9]2[O:10][C:11]([C:14]3[CH:19]=[CH:18][C:17]([I:20])=[CH:16][CH:15]=3)=[N:12][N:13]=2)[N:23]=1, predict the reactants needed to synthesize it. The reactants are: C(=O)([O-])[O-].[K+].[K+].Cl[CH2:8][C:9]1[O:10][C:11]([C:14]2[CH:19]=[CH:18][C:17]([I:20])=[CH:16][CH:15]=2)=[N:12][N:13]=1.[CH3:21][C:22]1[CH:26]=[C:25]([CH3:27])[NH:24][N:23]=1. (8) Given the product [Cl:1][C:2]1[CH:3]=[C:4]2[C:8](=[C:9]([F:11])[CH:10]=1)[N:7]([CH2:12][CH2:13][C:14]([OH:16])=[O:15])[C:6]([CH2:19][N:20]1[C:24]3=[CH:25][N:26]=[CH:27][CH:28]=[C:23]3[C:22]3([CH2:30][CH2:29]3)[C:21]1=[O:31])=[CH:5]2, predict the reactants needed to synthesize it. The reactants are: [Cl:1][C:2]1[CH:3]=[C:4]2[C:8](=[C:9]([F:11])[CH:10]=1)[N:7]([CH2:12][CH2:13][C:14]([O:16]CC)=[O:15])[C:6]([CH2:19][N:20]1[C:24]3=[CH:25][N:26]=[CH:27][CH:28]=[C:23]3[C:22]3([CH2:30][CH2:29]3)[C:21]1=[O:31])=[CH:5]2.O.[OH-].[Li+].